Dataset: Reaction yield outcomes from USPTO patents with 853,638 reactions. Task: Predict the reaction yield, written as a fraction of the theoretical maximum amount of product (1.0 means a 100% yield; for example, 0.34 means a 34% yield). (1) The reactants are B.CSC.[CH3:5][O:6][C:7]1[CH:8]=[C:9]([CH:23]=[CH:24][C:25]=1[O:26][CH3:27])[O:10][CH:11]([C:15]1[CH:22]=[CH:21][C:18]([C:19]#[N:20])=[CH:17][CH:16]=1)[CH2:12][CH:13]=[CH2:14].O.B1([O-])O[O:30]1.O.O.O.O.[Na+]. The catalyst is C1COCC1. The product is [CH3:5][O:6][C:7]1[CH:8]=[C:9]([CH:23]=[CH:24][C:25]=1[O:26][CH3:27])[O:10][CH:11]([C:15]1[CH:22]=[CH:21][C:18]([C:19]#[N:20])=[CH:17][CH:16]=1)[CH2:12][CH2:13][CH2:14][OH:30]. The yield is 0.770. (2) The reactants are [CH3:1][N:2]([CH:31]([CH3:33])[CH3:32])[C:3]1[C:4]([C:15]2[CH:16]=[C:17]3[C:21](=[CH:22][CH:23]=2)[NH:20][C:19]([CH3:24])=[C:18]3[C:25](=[O:30])[C:26]([F:29])([F:28])[F:27])=[N:5][C:6]2[C:11]([N:12]=1)=[CH:10][C:9]([C:13]#[N:14])=[CH:8][CH:7]=2.[N-:34]=[N+:35]=[N-:36].[Na+].Cl. The catalyst is CS(C)=O.O.[Zn+2].[Br-].[Br-]. The product is [F:28][C:26]([F:29])([F:27])[C:25]([C:18]1[C:17]2[C:21](=[CH:22][CH:23]=[C:15]([C:4]3[C:3]([N:2]([CH:31]([CH3:33])[CH3:32])[CH3:1])=[N:12][C:11]4[C:6](=[CH:7][CH:8]=[C:9]([C:13]5[NH:36][N:35]=[N:34][N:14]=5)[CH:10]=4)[N:5]=3)[CH:16]=2)[NH:20][C:19]=1[CH3:24])=[O:30]. The yield is 0.270. (3) The reactants are Cl[CH2:2][C:3]1[N:8]2[C:9]3[CH:10]=[CH:11][CH:12]=[C:13]([F:16])[C:14]=3[CH:15]=[C:7]2[C:6]2[N:17]=[C:18]([C:21]3[C:22]([N:42]([CH3:47])[S:43]([CH3:46])(=[O:45])=[O:44])=[CH:23][C:24]4[O:28][C:27]([C:29]5[CH:34]=[CH:33][C:32]([F:35])=[CH:31][C:30]=5[F:36])=[C:26]([C:37]([NH:39][CH3:40])=[O:38])[C:25]=4[CH:41]=3)[CH:19]=[CH:20][C:5]=2[N:4]=1.[F:48][C@@H:49]1[CH2:53][CH2:52][NH:51][CH2:50]1.CCN(CC)CC. The catalyst is CN(C=O)C. The product is [F:36][C:30]1[CH:31]=[C:32]([F:35])[CH:33]=[CH:34][C:29]=1[C:27]1[O:28][C:24]2[CH:23]=[C:22]([N:42]([CH3:47])[S:43]([CH3:46])(=[O:45])=[O:44])[C:21]([C:18]3[CH:19]=[CH:20][C:5]4[N:4]=[C:3]([CH2:2][N:51]5[CH2:52][CH2:53][C@@H:49]([F:48])[CH2:50]5)[N:8]5[C:9]6[CH:10]=[CH:11][CH:12]=[C:13]([F:16])[C:14]=6[CH:15]=[C:7]5[C:6]=4[N:17]=3)=[CH:41][C:25]=2[C:26]=1[C:37]([NH:39][CH3:40])=[O:38]. The yield is 0.420. (4) The reactants are C(OC([C@@]1(N[C:13]([O:15][C:16]([CH3:19])([CH3:18])[CH3:17])=[O:14])C[C@H]1C1CC1)=O)C.CC[N:22]([CH2:25][CH3:26])[CH2:23]C.C1C=CC(P(N=[N+]=[N-])(C2C=CC=CC=2)=[O:34])=CC=1.[CH3:44][Si:45]([CH3:50])([CH3:49])[CH2:46][CH2:47][OH:48].[CH:51]1[CH:56]=CC=C[CH:52]=1. No catalyst specified. The product is [C:16]([O:15][C:13]([C@:25]1([NH:22][C:23]([O:48][CH2:47][CH2:46][Si:45]([CH3:50])([CH3:49])[CH3:44])=[O:34])[CH2:26][C@@H:52]1[CH2:51][CH3:56])=[O:14])([CH3:17])([CH3:18])[CH3:19]. The yield is 0.520. (5) The reactants are [CH3:1][O:2][C:3](=[O:30])[C@H:4]([CH2:20][C:21]1[CH:26]=[CH:25][C:24]([N+:27]([O-])=O)=[CH:23][CH:22]=1)[NH:5][C:6]([C:8]1([CH2:13][C:14]2[CH:19]=[CH:18][CH:17]=[CH:16][CH:15]=2)[CH2:12][CH2:11][CH2:10][CH2:9]1)=[O:7]. The catalyst is C(O)C. The product is [CH3:1][O:2][C:3](=[O:30])[C@H:4]([CH2:20][C:21]1[CH:26]=[CH:25][C:24]([NH2:27])=[CH:23][CH:22]=1)[NH:5][C:6]([C:8]1([CH2:13][C:14]2[CH:19]=[CH:18][CH:17]=[CH:16][CH:15]=2)[CH2:12][CH2:11][CH2:10][CH2:9]1)=[O:7]. The yield is 0.990. (6) The reactants are [C:1]([Cu])#[N:2].Br[C:5]1[CH:6]=[C:7]2[C:11](=[CH:12][CH:13]=1)[NH:10][CH:9]=[CH:8]2. The catalyst is CN1CCCC1=O. The product is [NH:10]1[C:11]2[C:7](=[CH:6][C:5]([C:1]#[N:2])=[CH:13][CH:12]=2)[CH:8]=[CH:9]1. The yield is 0.820. (7) The product is [Cl:1][C:2]1[N:7]=[C:6]([NH:9][C:10]2[CH:11]=[C:12]([CH2:16][C:17]#[N:18])[CH:13]=[CH:14][CH:15]=2)[CH:5]=[CH:4][N:3]=1. The catalyst is CC(O)C. The reactants are [Cl:1][C:2]1[N:7]=[C:6](Cl)[CH:5]=[CH:4][N:3]=1.[NH2:9][C:10]1[CH:11]=[C:12]([CH2:16][C:17]#[N:18])[CH:13]=[CH:14][CH:15]=1.C(N(CC)CC)C. The yield is 0.500. (8) The reactants are [NH2:1][C:2]1[C:3]([C:9]([NH:11][CH3:12])=[O:10])=[N:4][C:5](Br)=[CH:6][N:7]=1.[OH:13][C:14]1[CH:15]=[C:16](B(O)O)[CH:17]=[CH:18][CH:19]=1.CN(C=O)C.C(N(CC)CC)C. The catalyst is C(OCC)(=O)C. The product is [NH2:1][C:2]1[C:3]([C:9]([NH:11][CH3:12])=[O:10])=[N:4][C:5]([C:18]2[CH:17]=[CH:16][CH:15]=[C:14]([OH:13])[CH:19]=2)=[CH:6][N:7]=1. The yield is 0.710.